This data is from Reaction yield outcomes from USPTO patents with 853,638 reactions. The task is: Predict the reaction yield, written as a fraction of the theoretical maximum amount of product (1.0 means a 100% yield; for example, 0.34 means a 34% yield). (1) The reactants are [CH:1]1[C:6]([CH:7]=O)=[CH:5][C:4]2[O:9][CH2:10][O:11][C:3]=2[CH:2]=1.[N+:12]([CH3:15])([O-:14])=[O:13].[OH-].[Na+].Cl. The catalyst is CO.O. The product is [CH2:10]1[O:11][C:3]2[CH:2]=[CH:1][C:6](/[CH:7]=[CH:15]/[N+:12]([O-:14])=[O:13])=[CH:5][C:4]=2[O:9]1. The yield is 0.550. (2) The reactants are [CH3:1][O:2][C:3]1[C:11]2[O:10][C:9]([CH3:12])=[CH:8][C:7]=2[C:6]([NH2:13])=[CH:5][CH:4]=1.C1N=CN([C:19](N2C=NC=C2)=[S:20])C=1. The catalyst is C(Cl)Cl. The product is [N:13]([C:6]1[C:7]2[CH:8]=[C:9]([CH3:12])[O:10][C:11]=2[C:3]([O:2][CH3:1])=[CH:4][CH:5]=1)=[C:19]=[S:20]. The yield is 0.820. (3) The reactants are [CH3:1][O:2][C:3](=[O:14])[O:4][C:5]1[CH:10]=[CH:9][C:8]([CH3:11])=[C:7]([F:12])[C:6]=1[F:13].[N+:15]([O-])([OH:17])=[O:16]. The catalyst is S(=O)(=O)(O)O. The product is [CH3:1][O:2][C:3](=[O:14])[O:4][C:5]1[CH:10]=[C:9]([N+:15]([O-:17])=[O:16])[C:8]([CH3:11])=[C:7]([F:12])[C:6]=1[F:13]. The yield is 0.490. (4) The reactants are Cl[CH2:2][C:3](=[O:5])[CH3:4].[C:6]1([P:12]([C:19]2[CH:24]=[CH:23][CH:22]=[CH:21][CH:20]=2)[C:13]2[CH:18]=[CH:17][CH:16]=[CH:15][CH:14]=2)[CH:11]=[CH:10][CH:9]=[CH:8][CH:7]=1. The catalyst is C(Cl)(Cl)Cl. The product is [C:19]1([P:12]([C:6]2[CH:7]=[CH:8][CH:9]=[CH:10][CH:11]=2)([C:13]2[CH:18]=[CH:17][CH:16]=[CH:15][CH:14]=2)=[CH:2][C:3](=[O:5])[CH3:4])[CH:20]=[CH:21][CH:22]=[CH:23][CH:24]=1. The yield is 0.233. (5) The reactants are Cl.[Cl:2][C:3]1[CH:8]=[C:7]([C:9]2[CH:14]=[CH:13][CH:12]=[C:11]([Cl:15])[CH:10]=2)[N:6]=[C:5]2[CH2:16][CH2:17][CH2:18][C:4]=12.[NH2:19][C:20]1[CH:29]=[CH:28][C:23]([C:24]([O:26][CH3:27])=[O:25])=[CH:22][CH:21]=1. No catalyst specified. The product is [ClH:2].[Cl:15][C:11]1[CH:10]=[C:9]([C:7]2[N:6]=[C:5]3[CH2:16][CH2:17][CH2:18][C:4]3=[C:3]([NH:19][C:20]3[CH:21]=[CH:22][C:23]([C:24]([O:26][CH3:27])=[O:25])=[CH:28][CH:29]=3)[CH:8]=2)[CH:14]=[CH:13][CH:12]=1. The yield is 0.800.